This data is from NCI-60 drug combinations with 297,098 pairs across 59 cell lines. The task is: Regression. Given two drug SMILES strings and cell line genomic features, predict the synergy score measuring deviation from expected non-interaction effect. (1) Drug 1: CCC1=C2CN3C(=CC4=C(C3=O)COC(=O)C4(CC)O)C2=NC5=C1C=C(C=C5)O. Drug 2: CCC1(C2=C(COC1=O)C(=O)N3CC4=CC5=C(C=CC(=C5CN(C)C)O)N=C4C3=C2)O.Cl. Cell line: UACC-257. Synergy scores: CSS=18.7, Synergy_ZIP=-6.72, Synergy_Bliss=0.700, Synergy_Loewe=1.74, Synergy_HSA=3.68. (2) Drug 1: CC1=C2C(C(=O)C3(C(CC4C(C3C(C(C2(C)C)(CC1OC(=O)C(C(C5=CC=CC=C5)NC(=O)C6=CC=CC=C6)O)O)OC(=O)C7=CC=CC=C7)(CO4)OC(=O)C)O)C)OC(=O)C. Drug 2: CC1C(C(CC(O1)OC2CC(OC(C2O)C)OC3=CC4=CC5=C(C(=O)C(C(C5)C(C(=O)C(C(C)O)O)OC)OC6CC(C(C(O6)C)O)OC7CC(C(C(O7)C)O)OC8CC(C(C(O8)C)O)(C)O)C(=C4C(=C3C)O)O)O)O. Cell line: CAKI-1. Synergy scores: CSS=76.4, Synergy_ZIP=-0.374, Synergy_Bliss=-2.70, Synergy_Loewe=-0.998, Synergy_HSA=1.68.